The task is: Predict the reactants needed to synthesize the given product.. This data is from Full USPTO retrosynthesis dataset with 1.9M reactions from patents (1976-2016). (1) Given the product [OH:1][C@@:2]1([C:9]#[C:10][C:11]2[CH:12]=[CH:13][C:14]([C:17]3[C:18]4[N:19]([CH:26]=[CH:27][N:28]=4)[CH:20]=[C:21]([C:23]([NH2:29])=[O:25])[N:22]=3)=[CH:15][CH:16]=2)[CH2:6][CH2:5][N:4]([CH3:7])[C:3]1=[O:8], predict the reactants needed to synthesize it. The reactants are: [OH:1][C@@:2]1([C:9]#[C:10][C:11]2[CH:16]=[CH:15][C:14]([C:17]3[C:18]4[N:19]([CH:26]=[CH:27][N:28]=4)[CH:20]=[C:21]([C:23]([O-:25])=O)[N:22]=3)=[CH:13][CH:12]=2)[CH2:6][CH2:5][N:4]([CH3:7])[C:3]1=[O:8].[NH3:29]. (2) Given the product [C:1]([O:5][C:6](=[O:18])[C:7]([S:10][C:11]1[S:12][CH:13]=[C:14]([CH2:16][O:17][CH2:24][C:23]2[CH:26]=[CH:27][C:20]([Br:19])=[CH:21][CH:22]=2)[N:15]=1)([CH3:9])[CH3:8])([CH3:2])([CH3:3])[CH3:4], predict the reactants needed to synthesize it. The reactants are: [C:1]([O:5][C:6](=[O:18])[C:7]([S:10][C:11]1[S:12][CH:13]=[C:14]([CH2:16][OH:17])[N:15]=1)([CH3:9])[CH3:8])([CH3:4])([CH3:3])[CH3:2].[Br:19][C:20]1[CH:27]=[CH:26][C:23]([CH2:24]Br)=[CH:22][CH:21]=1.CC(C)([O-])C.[K+].O. (3) Given the product [CH3:7][C:8]1([CH3:11])[CH:9]=[CH:2][C:3]2[C:36](=[C:20]([CH3:19])[C:21]([CH3:22])=[C:27]([OH:30])[CH:4]=2)[O:37]1, predict the reactants needed to synthesize it. The reactants are: O[C:2]1[C:9](C)=[C:8]([CH3:11])[C:7](OC2CCCCO2)=C[C:3]=1[CH:4]=O.[CH3:19][C:20](C)=[CH:21][C:22](OC)=O.[C:27]([O-:30])([O-])=O.[K+].[K+].CN([CH:36]=[O:37])C. (4) The reactants are: [NH2:1][C:2]1[CH:7]=[CH:6][NH:5][C:4](=[O:8])[CH:3]=1.[NH:9]1[CH:13]=[CH:12][C:11]([CH:14]=O)=[N:10]1.[C:16]([CH2:18][C:19](=[S:21])N)#[N:17].C(O)(=O)C. Given the product [O:8]=[C:4]1[NH:5][CH:6]=[CH:7][C:2]2[N:1]=[C:19]([SH:21])[C:18]([C:16]#[N:17])=[C:14]([C:11]3[CH:12]=[CH:13][NH:9][N:10]=3)[C:3]1=2, predict the reactants needed to synthesize it. (5) The reactants are: [N:1]1([C:7]2[CH:12]=[CH:11][C:10]([CH2:13][C:14]([OH:16])=[O:15])=[CH:9][CH:8]=2)[CH2:6][CH2:5][O:4][CH2:3][CH2:2]1.S(=O)(=O)(O)O.[CH3:22]O. Given the product [CH3:22][O:15][C:14](=[O:16])[CH2:13][C:10]1[CH:9]=[CH:8][C:7]([N:1]2[CH2:2][CH2:3][O:4][CH2:5][CH2:6]2)=[CH:12][CH:11]=1, predict the reactants needed to synthesize it.